Dataset: Reaction yield outcomes from USPTO patents with 853,638 reactions. Task: Predict the reaction yield, written as a fraction of the theoretical maximum amount of product (1.0 means a 100% yield; for example, 0.34 means a 34% yield). (1) The reactants are [CH2:1]([NH:5][C:6](=[O:20])[C@@H:7]([NH:12]C(=O)OC(C)(C)C)[C@@H:8]([O:10][CH3:11])[CH3:9])[CH:2]([CH3:4])[CH3:3].FC(F)(F)C(O)=O. The catalyst is C(Cl)Cl. The product is [NH2:12][C@@H:7]([C@@H:8]([O:10][CH3:11])[CH3:9])[C:6]([NH:5][CH2:1][CH:2]([CH3:3])[CH3:4])=[O:20]. The yield is 0.880. (2) The reactants are Br[C:2]1[CH:7]=[CH:6][C:5]([C:8]2([C:12]#[N:13])[CH2:11][CH2:10][CH2:9]2)=[CH:4][CH:3]=1.C([Li])CCC.CON(C)[C:22](=[O:24])[CH3:23].Cl. The catalyst is C1COCC1.[Cl-].[Na+].O. The product is [C:22]([C:2]1[CH:7]=[CH:6][C:5]([C:8]2([C:12]#[N:13])[CH2:11][CH2:10][CH2:9]2)=[CH:4][CH:3]=1)(=[O:24])[CH3:23]. The yield is 0.570. (3) The reactants are [C:1]([OH:8])(=[O:7])[CH2:2][CH2:3][C:4]([CH3:6])=O.Cl.[F:10][C:11]1[CH:12]=[C:13]([CH:26]=[CH:27][C:28]=1[F:29])[C:14]([N:16]([C:18]1[CH:23]=[CH:22][C:21]([O:24][CH3:25])=[CH:20][CH:19]=1)N)=[O:15]. The catalyst is C(O)(=O)C. The product is [F:10][C:11]1[CH:12]=[C:13]([CH:26]=[CH:27][C:28]=1[F:29])[C:14]([N:16]1[C:18]2[C:19](=[CH:20][C:21]([O:24][CH3:25])=[CH:22][CH:23]=2)[C:3]([CH2:2][C:1]([OH:8])=[O:7])=[C:4]1[CH3:6])=[O:15]. The yield is 0.820.